From a dataset of Catalyst prediction with 721,799 reactions and 888 catalyst types from USPTO. Predict which catalyst facilitates the given reaction. (1) Reactant: [OH:1][CH2:2][C@@H:3]([N:10]1[C:18](=[O:19])[C:17]2[C:12](=[CH:13][CH:14]=[CH:15][CH:16]=2)[C:11]1=[O:20])[C:4]1[CH:9]=[CH:8][CH:7]=[CH:6][CH:5]=1.[F:21][C:22]([F:30])(S(F)(=O)=O)C(O)=O. Product: [F:21][CH:22]([F:30])[O:1][CH2:2][C@@H:3]([N:10]1[C:11](=[O:20])[C:12]2[C:17](=[CH:16][CH:15]=[CH:14][CH:13]=2)[C:18]1=[O:19])[C:4]1[CH:5]=[CH:6][CH:7]=[CH:8][CH:9]=1. The catalyst class is: 767. (2) The catalyst class is: 8. Product: [ClH:41].[F:40][CH:2]([F:1])[C:3]1[CH:4]=[C:5]([CH:29]=[CH:30][C:31]=1[CH2:32][N:33]1[CH2:38][CH2:37][N:36]([CH3:39])[CH2:35][CH2:34]1)[C:6]([NH:8][C:9]1[CH:14]=[CH:13][C:12]([CH3:15])=[C:11]([NH:16][C:17]2[N:22]=[C:21]([C:23]3[CH:28]=[N:27][CH:26]=[N:25][CH:24]=3)[CH:20]=[CH:19][N:18]=2)[CH:10]=1)=[O:7]. Reactant: [F:1][CH:2]([F:40])[C:3]1[CH:4]=[C:5]([CH:29]=[CH:30][C:31]=1[CH2:32][N:33]1[CH2:38][CH2:37][N:36]([CH3:39])[CH2:35][CH2:34]1)[C:6]([NH:8][C:9]1[CH:14]=[CH:13][C:12]([CH3:15])=[C:11]([NH:16][C:17]2[N:22]=[C:21]([C:23]3[CH:24]=[N:25][CH:26]=[N:27][CH:28]=3)[CH:20]=[CH:19][N:18]=2)[CH:10]=1)=[O:7].[ClH:41]. (3) Reactant: [OH-].[K+].C([O:5][C:6](=[O:23])[CH:7]([C:13]1[CH:18]=[CH:17][C:16]([N+:19]([O-:21])=[O:20])=[C:15]([CH3:22])[CH:14]=1)C(OCC)=O)C. Product: [CH3:22][C:15]1[CH:14]=[C:13]([CH2:7][C:6]([OH:23])=[O:5])[CH:18]=[CH:17][C:16]=1[N+:19]([O-:21])=[O:20]. The catalyst class is: 24. (4) Product: [C:25]([O:24][C:22]([N:19]1[CH2:20][CH2:21][N:16]([C:15]2[C:14]3[C:9](=[C:10]([F:31])[C:11]([Br:30])=[C:12]([Cl:29])[CH:13]=3)[N:8]=[CH:7][C:6]=2[C:4]([OH:5])=[O:3])[CH2:17][CH2:18]1)=[O:23])([CH3:28])([CH3:26])[CH3:27]. Reactant: C([O:3][C:4]([C:6]1[CH:7]=[N:8][C:9]2[C:14]([C:15]=1[N:16]1[CH2:21][CH2:20][N:19]([C:22]([O:24][C:25]([CH3:28])([CH3:27])[CH3:26])=[O:23])[CH2:18][CH2:17]1)=[CH:13][C:12]([Cl:29])=[C:11]([Br:30])[C:10]=2[F:31])=[O:5])C.O[Li].O.Cl. The catalyst class is: 88. (5) Reactant: Cl[CH:2]1[C:7](=[O:8])[CH2:6][C:5]([CH2:14][CH2:15][C:16]2[CH:21]=[CH:20][C:19]([O:22][CH3:23])=[C:18]([Cl:24])[CH:17]=2)([CH:9]2[CH2:13][CH2:12][CH2:11][CH2:10]2)[O:4][C:3]1=[O:25].[CH3:26][N:27]1[C:31]([CH3:32])=[N:30][N:29]=[C:28]1[SH:33].O.OC1N=CN=C2C=1NC(S)=N2. Product: [Cl:24][C:18]1[CH:17]=[C:16]([CH2:15][CH2:14][C:5]2([CH:9]3[CH2:13][CH2:12][CH2:11][CH2:10]3)[O:4][C:3](=[O:25])[C:2]([S:33][C:28]3[N:27]([CH3:26])[C:31]([CH3:32])=[N:30][N:29]=3)=[C:7]([OH:8])[CH2:6]2)[CH:21]=[CH:20][C:19]=1[O:22][CH3:23]. The catalyst class is: 6.